Dataset: Peptide-MHC class I binding affinity with 185,985 pairs from IEDB/IMGT. Task: Regression. Given a peptide amino acid sequence and an MHC pseudo amino acid sequence, predict their binding affinity value. This is MHC class I binding data. (1) The peptide sequence is FAPENKKPI. The MHC is H-2-Kb with pseudo-sequence H-2-Kb. The binding affinity (normalized) is 0.630. (2) The peptide sequence is ISKKAKGWF. The MHC is HLA-B18:01 with pseudo-sequence HLA-B18:01. The binding affinity (normalized) is 0. (3) The binding affinity (normalized) is 0.0847. The MHC is HLA-A03:01 with pseudo-sequence HLA-A03:01. The peptide sequence is NMLREGLSP. (4) The peptide sequence is KINAWIKVV. The MHC is HLA-A02:01 with pseudo-sequence HLA-A02:01. The binding affinity (normalized) is 0.229. (5) The peptide sequence is AEHSGASHNI. The MHC is HLA-B44:03 with pseudo-sequence HLA-B44:03. The binding affinity (normalized) is 0.425. (6) The peptide sequence is SYGCPTNPF. The MHC is HLA-B39:01 with pseudo-sequence HLA-B39:01. The binding affinity (normalized) is 0.213. (7) The peptide sequence is DGAEGINPY. The MHC is HLA-B18:01 with pseudo-sequence HLA-B18:01. The binding affinity (normalized) is 0.0847.